From a dataset of Forward reaction prediction with 1.9M reactions from USPTO patents (1976-2016). Predict the product of the given reaction. Given the reactants [O:1]1[C:10]2[C:5](=[CH:6][CH:7]=[CH:8][CH:9]=2)[C@H:4]([NH:11][C:12]([C@@H:14]2[CH2:19][N:18]3[CH2:20][C@H:21]([O:23][CH2:24][CH3:25])[CH2:22][C@@H:17]3[CH2:16][N:15]2C(OC(C)(C)C)=O)=[O:13])[CH2:3][CH2:2]1.C(OCC)(=O)C.[ClH:39], predict the reaction product. The product is: [ClH:39].[ClH:39].[O:1]1[C:10]2[C:5](=[CH:6][CH:7]=[CH:8][CH:9]=2)[C@H:4]([NH:11][C:12]([C@@H:14]2[CH2:19][N:18]3[CH2:20][C@H:21]([O:23][CH2:24][CH3:25])[CH2:22][C@@H:17]3[CH2:16][NH:15]2)=[O:13])[CH2:3][CH2:2]1.